This data is from Catalyst prediction with 721,799 reactions and 888 catalyst types from USPTO. The task is: Predict which catalyst facilitates the given reaction. (1) Reactant: [NH2:1][C:2]1[CH:3]=[C:4]2[C:20](=[O:21])[NH:19][N:18]=[CH:17][C:6]3=[C:7]([C:11]4[CH:16]=[CH:15][CH:14]=[CH:13][CH:12]=4)[NH:8][C:9]([CH:10]=1)=[C:5]23.[CH3:22][C:23]1[N:24]=[N:25][S:26][C:27]=1[C:28](O)=[O:29].C(N(CC)CC)C.F[P-](F)(F)(F)(F)F.N1(OC(N(C)C)=[N+](C)C)C2N=CC=CC=2N=N1. Product: [O:21]=[C:20]1[C:4]2[C:5]3[C:6](=[C:7]([C:11]4[CH:12]=[CH:13][CH:14]=[CH:15][CH:16]=4)[NH:8][C:9]=3[CH:10]=[C:2]([NH:1][C:28]([C:27]3[S:26][N:25]=[N:24][C:23]=3[CH3:22])=[O:29])[CH:3]=2)[CH:17]=[N:18][NH:19]1. The catalyst class is: 483. (2) The catalyst class is: 3. Product: [Si:34]([O:22][C@@H:5]1[C@H:6]2[N:7]=[C:8]([N:12]([CH2:20][CH3:21])[C:13](=[O:19])[O:14][C:15]([CH3:16])([CH3:17])[CH3:18])[S:9][C@H:10]2[O:11][C@H:3]([CH:2]([F:1])[F:24])[C@H:4]1[OH:23])([C:31]([CH3:33])([CH3:32])[CH3:30])([CH3:36])[CH3:35]. Reactant: [F:1][CH:2]([F:24])[C@H:3]1[O:11][C@H:10]2[C@H:6]([N:7]=[C:8]([N:12]([CH2:20][CH3:21])[C:13](=[O:19])[O:14][C:15]([CH3:18])([CH3:17])[CH3:16])[S:9]2)[C@@H:5]([OH:22])[C@@H:4]1[OH:23].N1C=CN=C1.[CH3:30][C:31]([Si:34](Cl)([CH3:36])[CH3:35])([CH3:33])[CH3:32]. (3) Reactant: [C:1]([C:3]1[CH:19]=[CH:18][C:6]([O:7][C:8]2[CH:9]=[CH:10][C:11]3[B:15]([OH:16])[O:14][CH2:13][C:12]=3[CH:17]=2)=[C:5]([CH2:20][NH:21]C=O)[CH:4]=1)#[N:2].[ClH:24]. Product: [ClH:24].[NH2:21][CH2:20][C:5]1[CH:4]=[C:3]([C:1]#[N:2])[CH:19]=[CH:18][C:6]=1[O:7][C:8]1[CH:9]=[CH:10][C:11]2[B:15]([OH:16])[O:14][CH2:13][C:12]=2[CH:17]=1. The catalyst class is: 8. (4) Reactant: C([N:4]1[C:12]2[C:7](=[CH:8][C:9]([C:13](Cl)=[O:14])=[CH:10][CH:11]=2)[C:6]([C:16]2[CH:21]=[CH:20][C:19]([F:22])=[CH:18][CH:17]=2)=[N:5]1)(=O)C.N1[CH:28]=[CH:27]C=CC=1.[OH-:29].[NH4+].O. Product: [F:22][C:19]1[CH:20]=[CH:21][C:16]([C:6]2[C:7]3[C:12](=[CH:11][CH:10]=[C:9]([C:13]([O:29][CH2:27][CH3:28])=[O:14])[CH:8]=3)[NH:4][N:5]=2)=[CH:17][CH:18]=1. The catalyst class is: 8.